This data is from NCI-60 drug combinations with 297,098 pairs across 59 cell lines. The task is: Regression. Given two drug SMILES strings and cell line genomic features, predict the synergy score measuring deviation from expected non-interaction effect. Drug 1: CN(C)C1=NC(=NC(=N1)N(C)C)N(C)C. Drug 2: CC1=C2C(C(=O)C3(C(CC4C(C3C(C(C2(C)C)(CC1OC(=O)C(C(C5=CC=CC=C5)NC(=O)OC(C)(C)C)O)O)OC(=O)C6=CC=CC=C6)(CO4)OC(=O)C)O)C)O. Cell line: KM12. Synergy scores: CSS=19.1, Synergy_ZIP=-12.7, Synergy_Bliss=-9.37, Synergy_Loewe=-6.39, Synergy_HSA=-5.84.